Predict the reactants needed to synthesize the given product. From a dataset of Full USPTO retrosynthesis dataset with 1.9M reactions from patents (1976-2016). (1) The reactants are: [CH:1]([Si:4]([CH:20]([CH3:22])[CH3:21])([CH:17]([CH3:19])[CH3:18])[O:5][C:6]([C:8]1[O:9][C:10]2[CH:16]=[CH:15][CH:14]=[CH:13][C:11]=2[CH:12]=1)=[CH2:7])([CH3:3])[CH3:2].C1C(=O)N([Cl:30])C(=O)C1. Given the product [CH:20]([Si:4]([CH:1]([CH3:2])[CH3:3])([CH:17]([CH3:19])[CH3:18])[O:5][C:6]([C:8]1[O:9][C:10]2[CH:16]=[CH:15][CH:14]=[CH:13][C:11]=2[CH:12]=1)=[CH:7][Cl:30])([CH3:22])[CH3:21], predict the reactants needed to synthesize it. (2) Given the product [CH2:2]([O:9][C:10]1[CH:11]=[C:12]([CH:20]=[CH:21][CH:22]=1)[CH2:13][N:14]1[CH2:15][CH2:16][N:17]([C:30]([NH:29][C:25]2[CH:24]=[N:23][CH:28]=[CH:27][CH:26]=2)=[O:31])[CH2:18][CH2:19]1)[C:3]1[CH:4]=[CH:5][CH:6]=[CH:7][CH:8]=1, predict the reactants needed to synthesize it. The reactants are: Cl.[CH2:2]([O:9][C:10]1[CH:11]=[C:12]([CH:20]=[CH:21][CH:22]=1)[CH2:13][N:14]1[CH2:19][CH2:18][NH:17][CH2:16][CH2:15]1)[C:3]1[CH:8]=[CH:7][CH:6]=[CH:5][CH:4]=1.[N:23]1[CH:28]=[CH:27][CH:26]=[C:25]([NH:29][C:30](OC2C=CC=CC=2)=[O:31])[CH:24]=1.C(=O)([O-])O.[Na+].